This data is from Forward reaction prediction with 1.9M reactions from USPTO patents (1976-2016). The task is: Predict the product of the given reaction. (1) The product is: [Cl:22][C:15]1[C:16]([F:21])=[CH:17][CH:18]=[C:19]([Cl:20])[C:14]=1[C@H:12]([O:11][C:10]1[C:5]2[O:4][CH:3]=[C:2]([C:27]3[CH2:28][CH2:29][S:24][CH2:25][CH:26]=3)[C:6]=2[CH:7]=[N:8][C:9]=1[NH2:23])[CH3:13]. Given the reactants Br[C:2]1[C:6]2[CH:7]=[N:8][C:9]([NH2:23])=[C:10]([O:11][C@@H:12]([C:14]3[C:19]([Cl:20])=[CH:18][CH:17]=[C:16]([F:21])[C:15]=3[Cl:22])[CH3:13])[C:5]=2[O:4][CH:3]=1.[S:24]1[CH2:29][CH:28]=[C:27](B2OC(C)(C)C(C)(C)O2)[CH2:26][CH2:25]1, predict the reaction product. (2) The product is: [NH2:24][C:11]1[CH:12]=[CH:13][C:14]([N:16]2[CH2:22][CH2:21][CH2:20][N:19]([CH3:23])[CH2:18][CH2:17]2)=[CH:15][C:10]=1[C:9]([NH:8][CH2:7][C:5](=[O:6])[NH:4][CH:1]([CH3:3])[CH3:2])=[O:27]. Given the reactants [CH:1]([NH:4][C:5]([CH2:7][NH:8][C:9](=[O:27])[C:10]1[CH:15]=[C:14]([N:16]2[CH2:22][CH2:21][CH2:20][N:19]([CH3:23])[CH2:18][CH2:17]2)[CH:13]=[CH:12][C:11]=1[N+:24]([O-])=O)=[O:6])([CH3:3])[CH3:2], predict the reaction product. (3) Given the reactants [CH3:1][CH2:2][CH:3]([N:5]1[N:10]=[CH:9][N:8]([C:11]2[CH:12]=[CH:13][C:14]([N:17]3[CH2:22][CH2:21][N:20]([C:23]4[CH:24]=[CH:25][C:26]([O:29][CH2:30][C@@H:31]5[O:35][C@:34]([C:42]6[CH:43]=[CH:44][C:45]([Cl:49])=[CH:46][C:47]=6[Cl:48])([CH2:36][N:37]6[N:41]=[CH:40][N:39]=[CH:38]6)[O:33][CH2:32]5)=[CH:27][CH:28]=4)[CH2:19][CH2:18]3)=[CH:15][CH:16]=2)[C:6]1=[O:7])[CH3:4].[C:50]([O:59]CCl)(=[O:58])[CH2:51][CH2:52][CH2:53][CH2:54][CH2:55][CH2:56][CH3:57].[I-].[Na+], predict the reaction product. The product is: [CH3:1][CH2:2][CH:3]([N:5]1[N:10]=[CH:9][N:8]([C:11]2[CH:16]=[CH:15][C:14]([N:17]3[CH2:22][CH2:21][N:20]([C:23]4[CH:28]=[CH:27][C:26]([O:29][CH2:30][C@@H:31]5[O:35][C@:34]([C:42]6[CH:43]=[CH:44][C:45]([Cl:49])=[CH:46][C:47]=6[Cl:48])([CH2:36][N:37]6[N:41]=[CH:40][N:39]=[CH:38]6)[O:33][CH2:32]5)=[CH:25][CH:24]=4)[CH2:19][CH2:18]3)=[CH:13][CH:12]=2)[C:6]1=[O:7])[CH3:4].[CH2:1]=[C:51]([CH2:52][CH2:53][CH2:54][CH2:55][CH2:56][CH3:57])[C:50]([O-:59])=[O:58]. (4) Given the reactants C[O:2][C:3]1[C:8]([NH2:9])=[CH:7][CH:6]=[CH:5][C:4]=1[C:10]1[S:11][C:12]([CH3:18])=[C:13]([C:15]([OH:17])=[O:16])[N:14]=1.[BrH:19], predict the reaction product. The product is: [BrH:19].[OH:2][C:3]1[C:8]([NH2:9])=[CH:7][CH:6]=[CH:5][C:4]=1[C:10]1[S:11][C:12]([CH3:18])=[C:13]([C:15]([OH:17])=[O:16])[N:14]=1. (5) Given the reactants CN(C)C(N(C)C)=N.[F:9][C:10]1[CH:15]=[CH:14][CH:13]=[CH:12][C:11]=1[C:16]12[CH2:24][NH:23][CH2:22][CH:21]1[CH2:20][S:19][C:18]([NH:25][C:26](=[O:33])[C:27]1[CH:32]=[CH:31][CH:30]=[CH:29][CH:28]=1)=[N:17]2.[F:34][C:35]1[CH:36]=[N:37][C:38](Cl)=[N:39][CH:40]=1.C(OCC)(=O)C, predict the reaction product. The product is: [F:9][C:10]1[CH:15]=[CH:14][CH:13]=[CH:12][C:11]=1[C:16]12[CH2:24][N:23]([C:38]3[N:39]=[CH:40][C:35]([F:34])=[CH:36][N:37]=3)[CH2:22][CH:21]1[CH2:20][S:19][C:18]([NH:25][C:26](=[O:33])[C:27]1[CH:28]=[CH:29][CH:30]=[CH:31][CH:32]=1)=[N:17]2. (6) Given the reactants [NH2:1][CH:2]1[CH2:7][CH2:6][N:5]([C:8]([O:10][C:11]([CH3:14])([CH3:13])[CH3:12])=[O:9])[CH2:4][CH2:3]1.C(N(CC)CC)C.ClC(Cl)(Cl)[C:24]([C:26]1[N:30]2[CH:31]=[CH:32][CH:33]=[CH:34][C:29]2=[N:28][CH:27]=1)=[O:25], predict the reaction product. The product is: [N:28]1[CH:27]=[C:26]([C:24]([NH:1][CH:2]2[CH2:3][CH2:4][N:5]([C:8]([O:10][C:11]([CH3:14])([CH3:13])[CH3:12])=[O:9])[CH2:6][CH2:7]2)=[O:25])[N:30]2[CH:31]=[CH:32][CH:33]=[CH:34][C:29]=12.